Dataset: Peptide-MHC class II binding affinity with 134,281 pairs from IEDB. Task: Regression. Given a peptide amino acid sequence and an MHC pseudo amino acid sequence, predict their binding affinity value. This is MHC class II binding data. (1) The peptide sequence is YVNHTASGEHSLPRC. The MHC is DRB1_0101 with pseudo-sequence DRB1_0101. The binding affinity (normalized) is 0.176. (2) The peptide sequence is YKFIPSLEAAVKQAY. The MHC is HLA-DQA10104-DQB10503 with pseudo-sequence HLA-DQA10104-DQB10503. The binding affinity (normalized) is 0.359. (3) The peptide sequence is SQDLELSPNLNGLQAY. The MHC is HLA-DQA10101-DQB10501 with pseudo-sequence HLA-DQA10101-DQB10501. The binding affinity (normalized) is 0.141. (4) The peptide sequence is DTFRKLFGVYSNFLR. The MHC is DRB1_0404 with pseudo-sequence DRB1_0404. The binding affinity (normalized) is 0.509. (5) The MHC is HLA-DQA10101-DQB10501 with pseudo-sequence HLA-DQA10101-DQB10501. The peptide sequence is YLEDARRLKAIYEKKK. The binding affinity (normalized) is 0.